This data is from Acute oral toxicity (LD50) regression data from Zhu et al.. The task is: Regression/Classification. Given a drug SMILES string, predict its toxicity properties. Task type varies by dataset: regression for continuous values (e.g., LD50, hERG inhibition percentage) or binary classification for toxic/non-toxic outcomes (e.g., AMES mutagenicity, cardiotoxicity, hepatotoxicity). Dataset: ld50_zhu. (1) The drug is CC(O)CNCC(C)O. The rat oral LD50 is 1.30, given as -log10 of the dose in mol/kg body weight (higher means more acutely toxic). (2) The rat oral LD50 is 2.67, given as -log10 of the dose in mol/kg body weight (higher means more acutely toxic). The drug is CCOC(C(=N)N1CCCC1)c1ccccc1. (3) The molecule is CCC(C(=O)O)C1OC(C(C)C(O)C(C)C(=O)C(CC)C2OC3(C=CC(O)C4(CCC(C)(C5CCC(O)(CC)C(C)O5)O4)O3)C(C)CC2C)C(C)CC1C. The rat oral LD50 is 4.62, given as -log10 of the dose in mol/kg body weight (higher means more acutely toxic). (4) The molecule is CC(C)(C)c1nnc(NS(=O)(=O)c2ccccc2)s1. The rat oral LD50 is 2.77, given as -log10 of the dose in mol/kg body weight (higher means more acutely toxic).